This data is from Forward reaction prediction with 1.9M reactions from USPTO patents (1976-2016). The task is: Predict the product of the given reaction. Given the reactants [Br:1][C:2]1[CH:10]=[C:9]2[C:5]([CH2:6][C:7]3([CH2:26][N:25]([C:27]([O:29][C:30]([CH3:33])([CH3:32])[CH3:31])=[O:28])[CH2:24]3)[C:8]2([NH:14][S:15]([CH2:18][CH2:19][Si:20]([CH3:23])([CH3:22])[CH3:21])(=[O:17])=[O:16])[C:11]([OH:13])=[O:12])=[CH:4][CH:3]=1.[Si](C=[N+]=[N-])(C)(C)[CH3:35], predict the reaction product. The product is: [Br:1][C:2]1[CH:10]=[C:9]2[C:5]([CH2:6][C:7]3([CH2:24][N:25]([C:27]([O:29][C:30]([CH3:33])([CH3:32])[CH3:31])=[O:28])[CH2:26]3)[C:8]2([NH:14][S:15]([CH2:18][CH2:19][Si:20]([CH3:23])([CH3:21])[CH3:22])(=[O:17])=[O:16])[C:11]([O:13][CH3:35])=[O:12])=[CH:4][CH:3]=1.